This data is from Peptide-MHC class II binding affinity with 134,281 pairs from IEDB. The task is: Regression. Given a peptide amino acid sequence and an MHC pseudo amino acid sequence, predict their binding affinity value. This is MHC class II binding data. (1) The binding affinity (normalized) is 0.962. The MHC is DRB1_0101 with pseudo-sequence DRB1_0101. The peptide sequence is YTKFLANVSTVLTGK. (2) The peptide sequence is QKWDATATELNNALQ. The MHC is HLA-DPA10201-DPB10501 with pseudo-sequence HLA-DPA10201-DPB10501. The binding affinity (normalized) is 0.0535. (3) The peptide sequence is EKKYFASTQFEPLAA. The MHC is DRB1_1001 with pseudo-sequence DRB1_1001. The binding affinity (normalized) is 0.616.